Dataset: TCR-epitope binding with 47,182 pairs between 192 epitopes and 23,139 TCRs. Task: Binary Classification. Given a T-cell receptor sequence (or CDR3 region) and an epitope sequence, predict whether binding occurs between them. (1) The TCR CDR3 sequence is CASSSTGLSYEQYF. Result: 0 (the TCR does not bind to the epitope). The epitope is IPSINVHHY. (2) The epitope is ILHCANFNV. The TCR CDR3 sequence is CASSVTPPSGNNEQFF. Result: 1 (the TCR binds to the epitope).